Dataset: Reaction yield outcomes from USPTO patents with 853,638 reactions. Task: Predict the reaction yield, written as a fraction of the theoretical maximum amount of product (1.0 means a 100% yield; for example, 0.34 means a 34% yield). (1) The reactants are [C:1]([O:5][C:6]([NH:8][C@@H:9]([CH:22]=[O:23])[CH2:10][N:11]([CH3:21])[C:12](=[O:20])[O:13][CH2:14][CH2:15][Si:16]([CH3:19])([CH3:18])[CH3:17])=[O:7])([CH3:4])([CH3:3])[CH3:2].[CH:24]1([Mg]Cl)[CH2:29][CH2:28][CH2:27][CH2:26][CH2:25]1. The catalyst is C1(C)C=CC=CC=1. The product is [C:1]([O:5][C:6]([NH:8][C@H:9]([CH2:10][N:11]([CH3:21])[C:12]([O:13][CH2:14][CH2:15][Si:16]([CH3:19])([CH3:18])[CH3:17])=[O:20])[C@@H:22]([CH:24]1[CH2:29][CH2:28][CH2:27][CH2:26][CH2:25]1)[OH:23])=[O:7])([CH3:4])([CH3:3])[CH3:2]. The yield is 0.240. (2) The reactants are [O:1]1CCCO[CH:2]1[C:7]1[CH:8]=[C:9]([N:13]2[C:17]([C:18]([NH:20][CH2:21][C:22]3[CH:27]=[CH:26][CH:25]=[CH:24][C:23]=3[O:28][CH3:29])=[O:19])=[CH:16][C:15]([C:30]([F:33])([F:32])[F:31])=[N:14]2)[CH:10]=[CH:11][CH:12]=1. The catalyst is CC(O)=O.O. The product is [CH:2]([C:7]1[CH:8]=[C:9]([N:13]2[C:17]([C:18]([NH:20][CH2:21][C:22]3[CH:27]=[CH:26][CH:25]=[CH:24][C:23]=3[O:28][CH3:29])=[O:19])=[CH:16][C:15]([C:30]([F:32])([F:33])[F:31])=[N:14]2)[CH:10]=[CH:11][CH:12]=1)=[O:1]. The yield is 1.00.